Task: Predict the reaction yield, written as a fraction of the theoretical maximum amount of product (1.0 means a 100% yield; for example, 0.34 means a 34% yield).. Dataset: Reaction yield outcomes from USPTO patents with 853,638 reactions (1) The reactants are [F:1][C:2]([F:35])([F:34])[C:3]([C:21]1[C:29]2[C:24](=[CH:25][CH:26]=[CH:27][CH:28]=2)[N:23]([CH2:30][CH2:31][CH:32]=O)[CH:22]=1)([C:5]1[CH:6]=[C:7]2[C:11](=[CH:12][CH:13]=1)[N:10]([C:14]1[CH:19]=[CH:18][C:17]([F:20])=[CH:16][CH:15]=1)[N:9]=[CH:8]2)[OH:4].C(O)(=O)C.[NH:40]1[CH2:45][CH2:44][CH:43]([CH2:46][OH:47])[CH2:42][CH2:41]1.C(O[BH-](OC(=O)C)OC(=O)C)(=O)C.[Na+]. The catalyst is ClC(Cl)C.O. The product is [F:34][C:2]([F:1])([F:35])[C:3]([C:5]1[CH:6]=[C:7]2[C:11](=[CH:12][CH:13]=1)[N:10]([C:14]1[CH:15]=[CH:16][C:17]([F:20])=[CH:18][CH:19]=1)[N:9]=[CH:8]2)([C:21]1[C:29]2[C:24](=[CH:25][CH:26]=[CH:27][CH:28]=2)[N:23]([CH2:30][CH2:31][CH2:32][N:40]2[CH2:45][CH2:44][CH:43]([CH2:46][OH:47])[CH2:42][CH2:41]2)[CH:22]=1)[OH:4]. The yield is 0.348. (2) The reactants are [Br:1][C:2]1[CH:3]=[C:4]([C:8](=O)[CH2:9][S:10][C:11]#[N:12])[CH:5]=[CH:6][CH:7]=1.[OH-].[Na+].[BrH:16]. The catalyst is C(O)(=O)C. The product is [Br:16][C:11]1[S:10][CH:9]=[C:8]([C:4]2[CH:5]=[CH:6][CH:7]=[C:2]([Br:1])[CH:3]=2)[N:12]=1. The yield is 0.830. (3) The reactants are Br[C:2]1[S:3][CH:4]=[C:5]([N:7]2[C:15](=[O:16])[C:14]3[C:9](=[CH:10][CH:11]=[CH:12][CH:13]=3)[C:8]2=[O:17])[N:6]=1.C[Sn](C)(C)[C:20]1[CH:21]=[CH:22][C:23]([CH2:26][OH:27])=[N:24][CH:25]=1. The catalyst is C1C=CC([P]([Pd]([P](C2C=CC=CC=2)(C2C=CC=CC=2)C2C=CC=CC=2)([P](C2C=CC=CC=2)(C2C=CC=CC=2)C2C=CC=CC=2)[P](C2C=CC=CC=2)(C2C=CC=CC=2)C2C=CC=CC=2)(C2C=CC=CC=2)C2C=CC=CC=2)=CC=1.C1(C)C=CC=CC=1. The product is [OH:27][CH2:26][C:23]1[N:24]=[CH:25][C:20]([C:2]2[S:3][CH:4]=[C:5]([N:7]3[C:15](=[O:16])[C:14]4[C:9](=[CH:10][CH:11]=[CH:12][CH:13]=4)[C:8]3=[O:17])[N:6]=2)=[CH:21][CH:22]=1. The yield is 0.750. (4) The reactants are [Br:1][C:2]1[C:10]2[C:6](=[N:7]S[N:9]=2)[C:5]([Br:11])=[CH:4][CH:3]=1.[CH2:12]([O:20][C:21]1[CH:22]=[C:23]([C:27](=O)[C:28]([C:30]2[CH:35]=[CH:34][CH:33]=[C:32]([O:36][CH2:37][CH2:38][CH2:39][CH2:40][CH2:41][CH2:42][CH2:43][CH3:44])[CH:31]=2)=O)[CH:24]=[CH:25][CH:26]=1)[CH2:13][CH2:14][CH2:15][CH2:16][CH2:17][CH2:18][CH3:19]. The catalyst is C(O)(=O)C.O.[Zn]. The product is [Br:1][C:2]1[CH:3]=[CH:4][C:5]([Br:11])=[C:6]2[C:10]=1[N:9]=[C:28]([C:30]1[CH:35]=[CH:34][CH:33]=[C:32]([O:36][CH2:37][CH2:38][CH2:39][CH2:40][CH2:41][CH2:42][CH2:43][CH3:44])[CH:31]=1)[C:27]([C:23]1[CH:24]=[CH:25][CH:26]=[C:21]([O:20][CH2:12][CH2:13][CH2:14][CH2:15][CH2:16][CH2:17][CH2:18][CH3:19])[CH:22]=1)=[N:7]2. The yield is 0.880.